From a dataset of Full USPTO retrosynthesis dataset with 1.9M reactions from patents (1976-2016). Predict the reactants needed to synthesize the given product. Given the product [N+:9]([C:4]1[C:5]([NH2:8])=[N:6][CH:7]=[C:2]([C:12]2[CH:17]=[CH:16][CH:15]=[CH:14][CH:13]=2)[CH:3]=1)([O-:11])=[O:10], predict the reactants needed to synthesize it. The reactants are: Br[C:2]1[CH:3]=[C:4]([N+:9]([O-:11])=[O:10])[C:5]([NH2:8])=[N:6][CH:7]=1.[C:12]1(B(O)O)[CH:17]=[CH:16][CH:15]=[CH:14][CH:13]=1.C(=O)([O-])[O-].[Na+].[Na+].